This data is from Retrosynthesis with 50K atom-mapped reactions and 10 reaction types from USPTO. The task is: Predict the reactants needed to synthesize the given product. (1) Given the product CCOC(=O)CCCOc1cccc(CCCCCCOc2cc(Br)cc(S(=O)(=O)CC)c2)c1CCC(=O)OCC, predict the reactants needed to synthesize it. The reactants are: CCOC(=O)CCCOc1cccc(CCCCCCBr)c1CCC(=O)OCC.CCS(=O)(=O)c1cc(O)cc(Br)c1. (2) Given the product Cc1noc(C)c1NC(=O)Nc1ccc(N2CCC(C(c3ccccc3)c3ccccc3)CC2)c(F)c1, predict the reactants needed to synthesize it. The reactants are: Cc1noc(C)c1N=C=O.Nc1ccc(N2CCC(C(c3ccccc3)c3ccccc3)CC2)c(F)c1. (3) The reactants are: Nc1cc2nc(-c3ccc([N+](=O)[O-])cc3)[nH]c2cn1.O=C(Cl)C1CCCCC1. Given the product O=C(Nc1cc2nc(-c3ccc([N+](=O)[O-])cc3)[nH]c2cn1)C1CCCCC1, predict the reactants needed to synthesize it. (4) Given the product O=c1ccc2c(C(O)CCl)ccc(OCc3ccccc3)c2[nH]1, predict the reactants needed to synthesize it. The reactants are: O=C(CCl)c1ccc(OCc2ccccc2)c2[nH]c(=O)ccc12. (5) Given the product CCOc1cccc(-c2ccc(Br)cn2)c1F, predict the reactants needed to synthesize it. The reactants are: Brc1ccc(Br)nc1.CCOc1cccc(B(O)O)c1F. (6) Given the product CNCc1cccnc1, predict the reactants needed to synthesize it. The reactants are: CN.ClCc1cccnc1. (7) Given the product CCOC(=O)c1[nH]cnc1/N=C/N(C)C, predict the reactants needed to synthesize it. The reactants are: CCOC(=O)c1[nH]cnc1N.COC(OC)N(C)C. (8) Given the product COC[C@@H]1CNC[C@H](C(=O)N(C2CC2)[C@H](C)c2cc(CCCNC(=O)OC)nc(OC)c2)O1, predict the reactants needed to synthesize it. The reactants are: COC[C@@H]1CN(C(=O)OC(C)(C)C)C[C@H](C(=O)N(C2CC2)[C@H](C)c2cc(CCCNC(=O)OC)nc(OC)c2)O1.